From a dataset of Reaction yield outcomes from USPTO patents with 853,638 reactions. Predict the reaction yield, written as a fraction of the theoretical maximum amount of product (1.0 means a 100% yield; for example, 0.34 means a 34% yield). (1) The reactants are [CH3:1][S:2][C:3]1[N:8]=[CH:7][C:6]([C:9]2[S:10][C:11]3[CH:19]=[CH:18][CH:17]=[CH:16][C:12]=3[C:13](=[O:15])[N:14]=2)=[CH:5][CH:4]=1.ClC1C=CC=C(C(OO)=[O:28])C=1. The catalyst is C(Cl)(Cl)Cl. The product is [CH3:1][S:2]([C:3]1[N:8]=[CH:7][C:6]([C:9]2[S:10][C:11]3[CH:19]=[CH:18][CH:17]=[CH:16][C:12]=3[C:13](=[O:15])[N:14]=2)=[CH:5][CH:4]=1)=[O:28]. The yield is 0.280. (2) The reactants are [P:1]([Cl:5])(Cl)([Cl:3])=[O:2].N1C(C)=CC=CC=1C.[N:14]1([CH:19]2[CH2:24][CH2:23][NH:22][CH2:21][CH2:20]2)[CH2:18][CH2:17][CH2:16][CH2:15]1. The catalyst is C(Cl)Cl. The product is [ClH:3].[N:14]1([CH:19]2[CH2:24][CH2:23][N:22]([P:1]([Cl:5])([Cl:3])=[O:2])[CH2:21][CH2:20]2)[CH2:18][CH2:17][CH2:16][CH2:15]1. The yield is 0.910. (3) The reactants are [CH3:1][CH2:2][O:3][C:4]([C:6]1[N:7](C(OC(C)(C)C)=O)[C:8]2[C:13]([CH:14]=1)=[CH:12][C:11]([Cl:15])=[CH:10][C:9]=2[CH2:16][C:17]#[N:18])=[O:5].C(O)(C(F)(F)F)=O. The catalyst is C(Cl)Cl. The product is [CH2:2]([O:3][C:4]([C:6]1[NH:7][C:8]2[C:13]([CH:14]=1)=[CH:12][C:11]([Cl:15])=[CH:10][C:9]=2[CH2:16][C:17]#[N:18])=[O:5])[CH3:1]. The yield is 0.350. (4) The reactants are [CH3:1][O:2][C:3]([C:5]1[C:6](Cl)=[C:7]2[C:11](=[CH:12][CH:13]=1)[N:10]([S:14]([C:17]1[CH:22]=[CH:21][C:20]([CH3:23])=[CH:19][CH:18]=1)(=[O:16])=[O:15])[N:9]=[CH:8]2)=[O:4].COC(=O)/C(=C(\Cl)/C1C(C)=NN(S(C2C=CC(C)=CC=2)(=O)=O)C=1)/C=C.[F:50][C:51]1[CH:56]=[C:55]([Si:57]([CH3:60])([CH3:59])[CH3:58])[CH:54]=[CH:53][C:52]=1[NH2:61].P([O-])([O-])([O-])=O.[K+].[K+].[K+]. The catalyst is C1(C)C=CC=CC=1.C1C=CC(/C=C/C(/C=C/C2C=CC=CC=2)=O)=CC=1.C1C=CC(/C=C/C(/C=C/C2C=CC=CC=2)=O)=CC=1.C1C=CC(/C=C/C(/C=C/C2C=CC=CC=2)=O)=CC=1.[Pd].[Pd]. The product is [CH3:1][O:2][C:3]([C:5]1[C:6]([NH:61][C:52]2[CH:53]=[CH:54][C:55]([Si:57]([CH3:59])([CH3:58])[CH3:60])=[CH:56][C:51]=2[F:50])=[C:7]2[C:11](=[CH:12][CH:13]=1)[N:10]([S:14]([C:17]1[CH:22]=[CH:21][C:20]([CH3:23])=[CH:19][CH:18]=1)(=[O:16])=[O:15])[N:9]=[CH:8]2)=[O:4]. The yield is 0.500. (5) The reactants are [C:1]([O:5][C:6]([NH:8][C@@H:9]([CH3:23])[CH2:10][N:11]1[C:19]2[C:14](=[CH:15][CH:16]=[C:17]3[O:22][CH2:21][CH2:20][C:18]3=2)[CH:13]=[CH:12]1)=[O:7])([CH3:4])([CH3:3])[CH3:2].C([BH3-])#N.[Na+].[OH-].[NH4+]. The catalyst is C(O)(=O)C. The product is [C:1]([O:5][C:6]([NH:8][C@@H:9]([CH3:23])[CH2:10][N:11]1[C:19]2[C:14](=[CH:15][CH:16]=[C:17]3[O:22][CH2:21][CH2:20][C:18]3=2)[CH2:13][CH2:12]1)=[O:7])([CH3:4])([CH3:2])[CH3:3]. The yield is 0.720. (6) The reactants are [Cl-].O[NH3+:3].[C:4](=[O:7])([O-])[OH:5].[Na+].CS(C)=O.[OH:13][C:14]([CH3:53])([CH2:51][CH3:52])[CH2:15][O:16][C@H:17]1[CH2:22][CH2:21][C@H:20]([N:23]2[C:28](=[O:29])[C:27]([CH2:30][C:31]3[CH:36]=[CH:35][C:34]([C:37]4[C:38]([C:43]#[N:44])=[CH:39][CH:40]=[CH:41][CH:42]=4)=[CH:33][CH:32]=3)=[C:26]([CH2:45][CH2:46][CH3:47])[N:25]3[N:48]=[CH:49][N:50]=[C:24]23)[CH2:19][CH2:18]1. The catalyst is O.C(OCC)(=O)C. The product is [OH:13][C:14]([CH3:53])([CH2:51][CH3:52])[CH2:15][O:16][C@H:17]1[CH2:22][CH2:21][C@H:20]([N:23]2[C:28](=[O:29])[C:27]([CH2:30][C:31]3[CH:36]=[CH:35][C:34]([C:37]4[CH:42]=[CH:41][CH:40]=[CH:39][C:38]=4[C:43]4[NH:3][C:4](=[O:7])[O:5][N:44]=4)=[CH:33][CH:32]=3)=[C:26]([CH2:45][CH2:46][CH3:47])[N:25]3[N:48]=[CH:49][N:50]=[C:24]23)[CH2:19][CH2:18]1. The yield is 0.730.